This data is from Reaction yield outcomes from USPTO patents with 853,638 reactions. The task is: Predict the reaction yield, written as a fraction of the theoretical maximum amount of product (1.0 means a 100% yield; for example, 0.34 means a 34% yield). (1) The reactants are [F:1][C:2]1[C:3]([C:9]([OH:11])=O)=[N:4][CH:5]=[C:6]([F:8])[CH:7]=1.[F:12][CH:13]1[CH2:16][NH:15][CH2:14]1.C(N(CC)CC)C.CN(C(ON1N=NC2C=CC=NC1=2)=[N+](C)C)C.F[P-](F)(F)(F)(F)F. The catalyst is CN(C=O)C. The product is [F:1][C:2]1[C:3]([C:9]([N:15]2[CH2:16][CH:13]([F:12])[CH2:14]2)=[O:11])=[N:4][CH:5]=[C:6]([F:8])[CH:7]=1. The yield is 0.463. (2) The reactants are [CH2:1]([N:3]1[CH2:8][C:7]([CH3:10])([CH3:9])[O:6][C:5](=[O:11])[CH:4]1[CH2:12][C:13]([OH:15])=O)[CH3:2].C(N(C(C)C)CC)(C)C.CN(C(ON1N=NC2C=CC=NC1=2)=[N+](C)C)C.F[P-](F)(F)(F)(F)F.[CH3:49][C:50]1[CH:51]=[C:52]([CH:55]=[CH:56][CH:57]=1)[CH2:53][NH2:54]. The catalyst is CN(C=O)C. The product is [CH2:1]([N:3]1[CH2:8][C:7]([CH3:9])([CH3:10])[O:6][C:5](=[O:11])[CH:4]1[CH2:12][C:13]([NH:54][CH2:53][C:52]1[CH:55]=[CH:56][CH:57]=[C:50]([CH3:49])[CH:51]=1)=[O:15])[CH3:2]. The yield is 0.0900.